Task: Predict the reaction yield, written as a fraction of the theoretical maximum amount of product (1.0 means a 100% yield; for example, 0.34 means a 34% yield).. Dataset: Reaction yield outcomes from USPTO patents with 853,638 reactions (1) The reactants are [CH3:1][O:2][C:3](=[O:16])[C:4]1[CH:9]=[CH:8][C:7]([CH2:10]Br)=[C:6]([C:12]([F:15])([F:14])[F:13])[CH:5]=1.[CH3:17][NH:18][CH3:19].C([O-])([O-])=O.[K+].[K+]. The catalyst is CC#N. The product is [CH3:1][O:2][C:3](=[O:16])[C:4]1[CH:9]=[CH:8][C:7]([CH2:10][N:18]([CH3:19])[CH3:17])=[C:6]([C:12]([F:15])([F:14])[F:13])[CH:5]=1. The yield is 0.653. (2) The reactants are [CH2:1]1[C:10]2[C:5](=[CH:6][CH:7]=[CH:8][CH:9]=2)[CH2:4][CH2:3][N:2]1[C:11]1[O:12][CH2:13][C:14](=[O:21])[C:15]=1[C:16]([O:18][CH2:19][CH3:20])=[O:17].[NH:22]1[C:30]2[C:25](=[CH:26][CH:27]=[CH:28][N:29]=2)[C:24]([CH:31]=O)=[CH:23]1.N1CCC[C@H]1C(O)=O. The catalyst is C(O)C. The product is [NH:22]1[C:30]2=[N:29][CH:28]=[CH:27][CH:26]=[C:25]2[C:24]([CH:31]=[C:13]2[O:12][C:11]([N:2]3[CH2:3][CH2:4][C:5]4[C:10](=[CH:9][CH:8]=[CH:7][CH:6]=4)[CH2:1]3)=[C:15]([C:16]([O:18][CH2:19][CH3:20])=[O:17])[C:14]2=[O:21])=[CH:23]1. The yield is 0.140. (3) The reactants are [CH3:1][C:2]1([CH3:18])[CH2:7][CH2:6][CH2:5][CH:4]([S:8][CH2:9][C:10]2[CH:17]=[CH:16][C:13]([C:14]#[N:15])=[CH:12][CH:11]=2)[CH2:3]1.N. The catalyst is [Ni].C(O)C. The product is [CH3:1][C:2]1([CH3:18])[CH2:7][CH2:6][CH2:5][CH:4]([S:8][CH2:9][C:10]2[CH:17]=[CH:16][C:13]([CH2:14][NH2:15])=[CH:12][CH:11]=2)[CH2:3]1. The yield is 1.00. (4) The reactants are [CH3:1][NH:2][S:3]([C:6]1[CH:7]=[CH:8][C:9]2[S:13][C:12]([CH2:14][C:15]#[N:16])=[N:11][C:10]=2[CH:17]=1)(=[O:5])=[O:4].[C:18]([O:21][C:22](=O)C)(=O)[CH3:19]. No catalyst specified. The product is [CH3:1][NH:2][S:3]([C:6]1[CH:7]=[CH:8][C:9]2[S:13][C:12]([C:14]([C:15]#[N:16])=[C:18]([O:21][CH3:22])[CH3:19])=[N:11][C:10]=2[CH:17]=1)(=[O:4])=[O:5]. The yield is 0.830. (5) The reactants are [C:1]([O:5][C:6]([C@@H:8]([CH2:12][CH2:13][OH:14])[C:9]([OH:11])=[O:10])=[O:7])([CH3:4])([CH3:3])[CH3:2].[CH:15]1([NH:21][CH:22]2[CH2:27][CH2:26][CH2:25][CH2:24][CH2:23]2)[CH2:20][CH2:19][CH2:18][CH2:17][CH2:16]1. The catalyst is CCO. The product is [C:1]([O:5][C:6]([C@@H:8]([CH2:12][CH2:13][OH:14])[C:9]([OH:11])=[O:10])=[O:7])([CH3:3])([CH3:4])[CH3:2].[CH:22]1([NH:21][CH:15]2[CH2:16][CH2:17][CH2:18][CH2:19][CH2:20]2)[CH2:23][CH2:24][CH2:25][CH2:26][CH2:27]1. The yield is 0.950. (6) The reactants are C(N1C=C([B:14]2[O:18][C:17]([CH3:20])([CH3:19])[C:16]([CH3:22])([CH3:21])[O:15]2)C2C(=CC=CC=2)C1=O)(C)C.I[C:25]1[C:34]2[C:29](=[CH:30][CH:31]=[CH:32][CH:33]=2)[C:28](=[O:35])[N:27]([CH2:36][C:37]([F:40])([F:39])[F:38])[CH:26]=1. No catalyst specified. The product is [CH3:21][C:16]1([CH3:22])[C:17]([CH3:20])([CH3:19])[O:18][B:14]([C:25]2[C:34]3[C:29](=[CH:30][CH:31]=[CH:32][CH:33]=3)[C:28](=[O:35])[N:27]([CH2:36][C:37]([F:40])([F:39])[F:38])[CH:26]=2)[O:15]1. The yield is 0.690. (7) The reactants are [C:1]([C:3]1[C:4]([NH2:10])=[N:5][C:6]([NH2:9])=[CH:7][CH:8]=1)#[CH:2].[CH3:11][C:12]1[N:17]=[C:16]([O:18][CH2:19][C:20]2[CH:25]=[CH:24][C:23]([CH2:26][C:27](Cl)=[N:28][OH:29])=[CH:22][CH:21]=2)[CH:15]=[CH:14][CH:13]=1.C(N(CC)CC)C.O. The catalyst is O1CCCC1.C(OCC)(=O)C. The product is [CH3:11][C:12]1[N:17]=[C:16]([O:18][CH2:19][C:20]2[CH:25]=[CH:24][C:23]([CH2:26][C:27]3[CH:2]=[C:1]([C:3]4[C:4]([NH2:10])=[N:5][C:6]([NH2:9])=[CH:7][CH:8]=4)[O:29][N:28]=3)=[CH:22][CH:21]=2)[CH:15]=[CH:14][CH:13]=1. The yield is 0.730. (8) The reactants are [C:1]([C:5]1[CH:6]=[C:7]([CH:10]=[C:11]([C:14]([CH3:17])([CH3:16])[CH3:15])[C:12]=1[OH:13])[CH:8]=O)([CH3:4])([CH3:3])[CH3:2].[C:18]1([S:24]([CH2:27][C:28]#[N:29])(=[O:26])=[O:25])[CH:23]=[CH:22][CH:21]=[CH:20][CH:19]=1. No catalyst specified. The product is [C:18]1([S:24](/[C:27](=[CH:8]/[C:7]2[CH:6]=[C:5]([C:1]([CH3:4])([CH3:3])[CH3:2])[C:12]([OH:13])=[C:11]([C:14]([CH3:17])([CH3:16])[CH3:15])[CH:10]=2)/[C:28]#[N:29])(=[O:25])=[O:26])[CH:19]=[CH:20][CH:21]=[CH:22][CH:23]=1. The yield is 0.610. (9) The reactants are [O:1]1[C:5]2[CH:6]=[CH:7][C:8]([CH:10]=O)=[CH:9][C:4]=2[CH:3]=[CH:2]1.[NH2:12][C:13]1[CH:18]=[CH:17][N:16]=[CH:15][CH:14]=1.C(O)(=O)C.C(O[BH-](OC(=O)C)OC(=O)C)(=O)C.[Na+]. The catalyst is ClCCCl. The product is [O:1]1[C:5]2[CH:6]=[CH:7][C:8]([CH2:10][NH:12][C:13]3[CH:18]=[CH:17][N:16]=[CH:15][CH:14]=3)=[CH:9][C:4]=2[CH:3]=[CH:2]1. The yield is 0.130. (10) The reactants are [Cl:1][C:2]1[N:7]=[C:6](I)[C:5]([NH2:9])=[CH:4][CH:3]=1.CCN(CC)CC.[CH3:17][C:18]([CH3:22])([CH3:21])[C:19]#[CH:20].N#N. The catalyst is C1(C)C=CC=CC=1.O.Cl[Pd](Cl)([P](C1C=CC=CC=1)(C1C=CC=CC=1)C1C=CC=CC=1)[P](C1C=CC=CC=1)(C1C=CC=CC=1)C1C=CC=CC=1.[Cu]I. The product is [Cl:1][C:2]1[N:7]=[C:6]([C:20]#[C:19][C:18]([CH3:22])([CH3:21])[CH3:17])[C:5]([NH2:9])=[CH:4][CH:3]=1. The yield is 0.880.